Dataset: Forward reaction prediction with 1.9M reactions from USPTO patents (1976-2016). Task: Predict the product of the given reaction. (1) Given the reactants [Cl:1][C:2]1[CH:7]=[C:6]([C:8]([F:11])([F:10])[F:9])[CH:5]=[C:4]([Cl:12])[C:3]=1[N:13]=[C:14](Cl)[C:15]([F:18])([F:17])[F:16].[CH2:20]([NH:23][CH2:24][CH2:25][CH3:26])[CH2:21][CH3:22].C(N(CC)CC)C.O, predict the reaction product. The product is: [Cl:1][C:2]1[CH:7]=[C:6]([C:8]([F:11])([F:10])[F:9])[CH:5]=[C:4]([Cl:12])[C:3]=1[N:13]=[C:14]([N:23]([CH2:24][CH2:25][CH3:26])[CH2:20][CH2:21][CH3:22])[C:15]([F:18])([F:17])[F:16]. (2) Given the reactants [Cl:1][C:2]1[CH:3]=[C:4]([CH:12]([CH2:16][CH:17]2[CH2:20][O:19][CH2:18]2)[C:13]([OH:15])=O)[CH:5]=[CH:6][C:7]=1[S:8]([CH3:11])(=[O:10])=[O:9].[NH2:21][C:22]1[CH:26]=[CH:25][N:24]([CH2:27][C:28]([CH3:31])([OH:30])[CH3:29])[N:23]=1.C(N(CC)CC)C.F[P-](F)(F)(F)(F)F.N1(O[P+](N(C)C)(N(C)C)N(C)C)C2C=CC=CC=2N=N1, predict the reaction product. The product is: [Cl:1][C:2]1[CH:3]=[C:4]([CH:12]([CH2:16][CH:17]2[CH2:20][O:19][CH2:18]2)[C:13]([NH:21][C:22]2[CH:26]=[CH:25][N:24]([CH2:27][C:28]([OH:30])([CH3:29])[CH3:31])[N:23]=2)=[O:15])[CH:5]=[CH:6][C:7]=1[S:8]([CH3:11])(=[O:9])=[O:10]. (3) The product is: [CH2:18]([O:17][C:15]([C:14]1[C:13]([CH3:20])=[N:1][C:2]2[C:3]([C:10]=1[NH2:11])=[N:4][C:5]([O:8][CH3:9])=[CH:6][CH:7]=2)=[O:16])[CH3:19]. Given the reactants [NH2:1][C:2]1[C:3]([C:10]#[N:11])=[N:4][C:5]([O:8][CH3:9])=[CH:6][CH:7]=1.O=[C:13]([CH3:20])[CH2:14][C:15]([O:17][CH2:18][CH3:19])=[O:16], predict the reaction product. (4) Given the reactants F[C:2]1[CH:11]=[C:10]2[C:5]([C:6]([NH:14][C:15]3[CH:20]=[CH:19][C:18]([S:21][C:22]4[CH:27]=[CH:26][CH:25]=[CH:24][N:23]=4)=[CH:17][CH:16]=3)=[C:7]([C:12]#[N:13])[CH:8]=[N:9]2)=[CH:4][C:3]=1[O:28][CH3:29].[CH3:30][N:31]1[CH2:35][CH2:34][CH2:33][C:32]1=O, predict the reaction product. The product is: [CH3:29][O:28][C:3]1[CH:4]=[C:5]2[C:10](=[CH:11][C:2]=1[N:9]1[CH2:10][CH2:5][CH:30]([N:31]3[CH2:35][CH2:34][CH2:33][CH2:32]3)[CH2:7][CH2:8]1)[N:9]=[CH:8][C:7]([C:12]#[N:13])=[C:6]2[NH:14][C:15]1[CH:20]=[CH:19][C:18]([S:21][C:22]2[CH:27]=[CH:26][CH:25]=[CH:24][N:23]=2)=[CH:17][CH:16]=1. (5) Given the reactants C([O:4][C@H:5]1[C@H:10]([O:11]C(=O)C)[C@H:9]([O:15]C(=O)C)[C@@H:8]([C:19]2[CH:24]=[CH:23][CH:22]=[C:21]([C:25]#[C:26][C@@H:27]3[C@@H:32]([OH:33])[C@@H:31]([OH:34])[C@H:30]([OH:35])[C@@H:29]([CH2:36][OH:37])[O:28]3)[CH:20]=2)[O:7][C@@H:6]1[CH2:38][O:39]C(=O)C)(=O)C.CO[Na], predict the reaction product. The product is: [OH:37][CH2:36][C@@H:29]1[C@@H:30]([OH:35])[C@H:31]([OH:34])[C@H:32]([OH:33])[C@@H:27]([C:26]#[C:25][C:21]2[CH:22]=[CH:23][CH:24]=[C:19]([C@@H:8]3[C@@H:9]([OH:15])[C@@H:10]([OH:11])[C@H:5]([OH:4])[C@@H:6]([CH2:38][OH:39])[O:7]3)[CH:20]=2)[O:28]1. (6) Given the reactants [CH3:1][O:2][C:3]([C:5]1[CH:14]=[C:8]2[N:9]=[CH:10][C:11](Br)=[CH:12][N:7]2[N:6]=1)=[O:4].[C:15]1([C:21]#[CH:22])[CH:20]=[CH:19][CH:18]=[CH:17][CH:16]=1, predict the reaction product. The product is: [CH3:1][O:2][C:3]([C:5]1[CH:14]=[C:8]2[N:9]=[CH:10][C:11]([C:22]#[C:21][C:15]3[CH:20]=[CH:19][CH:18]=[CH:17][CH:16]=3)=[CH:12][N:7]2[N:6]=1)=[O:4]. (7) Given the reactants [NH2:1][N:2]1[C:7](=[O:8])[C:6]2[C:9]([C:12]3[CH:17]=[CH:16][C:15]([F:18])=[CH:14][CH:13]=3)=[CH:10][S:11][C:5]=2[N:4]=[CH:3]1.[C:19]12([CH2:29][C:30](Cl)=[O:31])[CH2:28][CH:23]3[CH2:24][CH:25]([CH2:27][CH:21]([CH2:22]3)[CH2:20]1)[CH2:26]2, predict the reaction product. The product is: [C:19]12([CH2:29][C:30]([NH:1][N:2]3[C:7](=[O:8])[C:6]4[C:9]([C:12]5[CH:13]=[CH:14][C:15]([F:18])=[CH:16][CH:17]=5)=[CH:10][S:11][C:5]=4[N:4]=[CH:3]3)=[O:31])[CH2:26][CH:25]3[CH2:24][CH:23]([CH2:22][CH:21]([CH2:27]3)[CH2:20]1)[CH2:28]2.